This data is from Full USPTO retrosynthesis dataset with 1.9M reactions from patents (1976-2016). The task is: Predict the reactants needed to synthesize the given product. (1) Given the product [CH2:1]([CH:3]1[C:8]([C:26]2[CH:27]=[CH:28][C:29]([CH2:32][N:33]3[C:41]4[C:36](=[CH:37][C:38]([S:42]([CH3:45])(=[O:43])=[O:44])=[CH:39][CH:40]=4)[CH:35]=[CH:34]3)=[N:30][CH:31]=2)=[CH:7][CH2:6][N:5]([C:18]([O:20][C:21]([CH3:22])([CH3:23])[CH3:24])=[O:19])[CH2:4]1)[CH3:2], predict the reactants needed to synthesize it. The reactants are: [CH2:1]([CH:3]1[C:8](B2OC(C)(C)C(C)(C)O2)=[CH:7][CH2:6][N:5]([C:18]([O:20][C:21]([CH3:24])([CH3:23])[CH3:22])=[O:19])[CH2:4]1)[CH3:2].Br[C:26]1[CH:27]=[CH:28][C:29]([CH2:32][N:33]2[C:41]3[C:36](=[CH:37][C:38]([S:42]([CH3:45])(=[O:44])=[O:43])=[CH:39][CH:40]=3)[CH:35]=[CH:34]2)=[N:30][CH:31]=1. (2) Given the product [CH3:1][O:2][CH2:3][CH2:4][O:5][CH2:6][O:7][CH2:15][CH2:14][C:10]1[S:9][CH:13]=[CH:12][CH:11]=1, predict the reactants needed to synthesize it. The reactants are: [CH3:1][O:2][CH2:3][CH2:4][O:5][CH2:6][O:7]Cl.[S:9]1[CH:13]=[CH:12][CH:11]=[C:10]1[CH2:14][CH2:15]O. (3) Given the product [F:1][C:2]1[CH:3]=[CH:4][C:5]([C:8]2[N:9]=[C:10]([C:13]([CH3:17])([CH3:16])[CH2:14][NH:15][C:30](=[O:31])[C:29]3[CH:33]=[C:25]([C:22]4[N:21]=[C:20]([C:19]([F:35])([F:34])[F:18])[O:24][N:23]=4)[CH:26]=[N:27][CH:28]=3)[S:11][CH:12]=2)=[CH:6][CH:7]=1, predict the reactants needed to synthesize it. The reactants are: [F:1][C:2]1[CH:7]=[CH:6][C:5]([C:8]2[N:9]=[C:10]([C:13]([CH3:17])([CH3:16])[CH2:14][NH2:15])[S:11][CH:12]=2)=[CH:4][CH:3]=1.[F:18][C:19]([F:35])([F:34])[C:20]1[O:24][N:23]=[C:22]([C:25]2[CH:26]=[N:27][CH:28]=[C:29]([CH:33]=2)[C:30](O)=[O:31])[N:21]=1. (4) Given the product [I:33][C:2]1[N:7]=[CH:6][C:5]([N:8]([CH3:25])[C:9](=[O:24])[C:10]2[CH:15]=[C:14]([C:16]([F:19])([F:18])[F:17])[CH:13]=[C:12]([C:20]([F:23])([F:22])[F:21])[CH:11]=2)=[C:4]([C:26]2[CH:31]=[CH:30][CH:29]=[CH:28][C:27]=2[CH3:32])[CH:3]=1, predict the reactants needed to synthesize it. The reactants are: Cl[C:2]1[N:7]=[CH:6][C:5]([N:8]([CH3:25])[C:9](=[O:24])[C:10]2[CH:15]=[C:14]([C:16]([F:19])([F:18])[F:17])[CH:13]=[C:12]([C:20]([F:23])([F:22])[F:21])[CH:11]=2)=[C:4]([C:26]2[CH:31]=[CH:30][CH:29]=[CH:28][C:27]=2[CH3:32])[CH:3]=1.[I-:33].[Na+].I. (5) Given the product [CH:4]([C:6]1([NH:9][C:10](=[O:19])[O:11][CH2:12][C:13]2[CH:18]=[CH:17][CH:16]=[CH:15][CH:14]=2)[CH2:7][CH2:8]1)=[O:5], predict the reactants needed to synthesize it. The reactants are: CON(C)[C:4]([C:6]1([NH:9][C:10](=[O:19])[O:11][CH2:12][C:13]2[CH:18]=[CH:17][CH:16]=[CH:15][CH:14]=2)[CH2:8][CH2:7]1)=[O:5].[H-].[H-].[H-].[H-].[Li+].[Al+3].OS([O-])(=O)=O.[K+]. (6) Given the product [OH:14][C:11]1[CH:12]=[CH:13][C:8]([C:1]2[CH:2]=[CH:3][C:4]([O:7][CH2:21][CH:16]([CH2:17][OH:18])[CH2:19][OH:20])=[CH:5][CH:6]=2)=[CH:9][CH:10]=1, predict the reactants needed to synthesize it. The reactants are: [C:1]1([C:8]2[CH:13]=[CH:12][C:11]([OH:14])=[CH:10][CH:9]=2)[CH:6]=[CH:5][C:4]([OH:7])=[CH:3][CH:2]=1.O[CH:16]([CH2:19][OH:20])[CH2:17][OH:18].[C:21]1(P(C2C=CC=CC=2)C2C=CC=CC=2)C=CC=CC=1.CC(OC(/N=N/C(OC(C)C)=O)=O)C. (7) Given the product [CH3:1][O:2][C:3]([C:5]1[C:6]([C:25]2[CH:26]=[CH:27][C:28]([F:31])=[CH:29][CH:30]=2)([CH3:24])[N:7]=[C:8]([C:19]2[S:20][CH:21]=[CH:22][N:23]=2)[N:9]([C:12]([O:14][C:15]([CH3:16])([CH3:17])[CH3:18])=[O:13])[C:10]=1[CH2:11][Br:39])=[O:4], predict the reactants needed to synthesize it. The reactants are: [CH3:1][O:2][C:3]([C:5]1[C:6]([C:25]2[CH:30]=[CH:29][C:28]([F:31])=[CH:27][CH:26]=2)([CH3:24])[N:7]=[C:8]([C:19]2[S:20][CH:21]=[CH:22][N:23]=2)[N:9]([C:12]([O:14][C:15]([CH3:18])([CH3:17])[CH3:16])=[O:13])[C:10]=1[CH3:11])=[O:4].C1C(=O)N([Br:39])C(=O)C1.